Dataset: Full USPTO retrosynthesis dataset with 1.9M reactions from patents (1976-2016). Task: Predict the reactants needed to synthesize the given product. (1) Given the product [Cl:13][C:14]1[C:19]([C:20]([F:21])([F:22])[F:23])=[C:18]([O:12][CH2:11][C@H:9]2[CH2:10][C@@H:8]2[C:5]2[CH:4]=[CH:3][C:2]([F:1])=[CH:7][CH:6]=2)[CH:17]=[CH:16][N:15]=1, predict the reactants needed to synthesize it. The reactants are: [F:1][C:2]1[CH:7]=[CH:6][C:5]([C@H:8]2[CH2:10][C@@H:9]2[CH2:11][OH:12])=[CH:4][CH:3]=1.[Cl:13][C:14]1[C:19]([C:20]([F:23])([F:22])[F:21])=[C:18](Cl)[CH:17]=[CH:16][N:15]=1. (2) Given the product [NH:9]1[CH2:10][CH2:11][CH:6]([CH2:5][C:4]2[CH:3]=[C:2]([CH:21]=[CH:20][CH:19]=2)[NH2:1])[CH2:7][CH2:8]1, predict the reactants needed to synthesize it. The reactants are: [NH2:1][C:2]1[CH:3]=[C:4]([CH:19]=[CH:20][CH:21]=1)[CH2:5][CH:6]1[CH2:11][CH2:10][N:9](C(OC(C)(C)C)=O)[CH2:8][CH2:7]1.FC(F)(F)C(O)=O. (3) Given the product [Cl:14][C:11]1[CH:10]=[CH:9][C:8]2[N:7]=[CH:6][C:5]3[N:15]=[C:2]([C:23]#[N:24])[N:3]([C:16]4[CH:21]=[CH:20][CH:19]=[CH:18][C:17]=4[Cl:22])[C:4]=3[C:13]=2[CH:12]=1, predict the reactants needed to synthesize it. The reactants are: Br[C:2]1[N:3]([C:16]2[CH:21]=[CH:20][CH:19]=[CH:18][C:17]=2[Cl:22])[C:4]2[C:13]3[CH:12]=[C:11]([Cl:14])[CH:10]=[CH:9][C:8]=3[N:7]=[CH:6][C:5]=2[N:15]=1.[C:23]([Cu])#[N:24]. (4) Given the product [Cl:1][C:2]1[CH:7]=[C:6]([Cl:8])[CH:5]=[CH:4][C:3]=1[C:9]1[N:10]([C:18]2[CH:23]=[CH:22][C:21]([O:24][CH2:25][CH2:26][C:27]([F:30])([F:28])[F:29])=[CH:20][CH:19]=2)[C:11]([CH3:12])=[C:31]([C:32]([Cl:34])=[O:33])[N:13]=1, predict the reactants needed to synthesize it. The reactants are: [Cl:1][C:2]1[CH:7]=[C:6]([Cl:8])[CH:5]=[CH:4][C:3]=1[C:9]1[N:10]([C:18]2[CH:23]=[CH:22][C:21]([O:24][CH2:25][CH2:26][C:27]([F:30])([F:29])[F:28])=[CH:20][CH:19]=2)[C:11](C)=[C:12](C(O)=O)[N:13]=1.[C:31](Cl)(=O)[C:32]([Cl:34])=[O:33].CN(C=O)C. (5) Given the product [C:25]1([S:22]([C:21]2[C:16]([CH2:15][C:7]3[C:8]4[C:13](=[CH:12][CH:11]=[C:10]([F:14])[CH:9]=4)[N:5]([CH2:4][C:3]([OH:34])=[O:2])[C:6]=3[CH3:33])=[N:17][C:18]([S:31][CH3:32])=[N:19][CH:20]=2)(=[O:23])=[O:24])[CH:30]=[CH:29][CH:28]=[CH:27][CH:26]=1, predict the reactants needed to synthesize it. The reactants are: C[O:2][C:3](=[O:34])[CH2:4][N:5]1[C:13]2[C:8](=[CH:9][C:10]([F:14])=[CH:11][CH:12]=2)[C:7]([CH2:15][C:16]2[C:21]([S:22]([C:25]3[CH:30]=[CH:29][CH:28]=[CH:27][CH:26]=3)(=[O:24])=[O:23])=[CH:20][N:19]=[C:18]([S:31][CH3:32])[N:17]=2)=[C:6]1[CH3:33].[OH-].[Li+]. (6) Given the product [CH2:14]([O:13][C:4]1[C:5]2[O:9][CH:8]([CH3:10])[CH2:7][C:6]=2[C:11]([CH3:12])=[C:2]([N:27]2[CH2:26][CH2:25][N:24]([C:21]3[CH:20]=[CH:19][C:18]([F:17])=[CH:23][CH:22]=3)[CH2:29][CH2:28]2)[C:3]=1[CH3:16])[CH3:15], predict the reactants needed to synthesize it. The reactants are: Br[C:2]1[C:3]([CH3:16])=[C:4]([O:13][CH2:14][CH3:15])[C:5]2[O:9][CH:8]([CH3:10])[CH2:7][C:6]=2[C:11]=1[CH3:12].[F:17][C:18]1[CH:23]=[CH:22][C:21]([N:24]2[CH2:29][CH2:28][NH:27][CH2:26][CH2:25]2)=[CH:20][CH:19]=1. (7) Given the product [NH2:18][C:4]1[N:3]=[C:2]([NH:19][C:20]2[CH:21]=[CH:22][C:23]([CH2:26][CH2:27][CH2:28][CH2:29][OH:30])=[CH:24][CH:25]=2)[CH:7]=[C:6]([C:8]2[CH:13]=[C:12]([Cl:14])[CH:11]=[CH:10][C:9]=2[O:15][CH2:16][CH3:17])[N:5]=1, predict the reactants needed to synthesize it. The reactants are: Cl[C:2]1[CH:7]=[C:6]([C:8]2[CH:13]=[C:12]([Cl:14])[CH:11]=[CH:10][C:9]=2[O:15][CH2:16][CH3:17])[N:5]=[C:4]([NH2:18])[N:3]=1.[NH2:19][C:20]1[CH:25]=[CH:24][C:23]([CH2:26][CH2:27][CH2:28][CH2:29][OH:30])=[CH:22][CH:21]=1.